The task is: Regression. Given a peptide amino acid sequence and an MHC pseudo amino acid sequence, predict their binding affinity value. This is MHC class II binding data.. This data is from Peptide-MHC class II binding affinity with 134,281 pairs from IEDB. The peptide sequence is KDVTFRNITGTSSTP. The MHC is DRB3_0202 with pseudo-sequence DRB3_0202. The binding affinity (normalized) is 0.468.